This data is from hERG Central: cardiac toxicity at 1µM, 10µM, and general inhibition. The task is: Predict hERG channel inhibition at various concentrations. (1) The drug is c1nc(NCC2(N3CCOCC3)CCCCC2)c2ccsc2n1. Results: hERG_inhib (hERG inhibition (general)): blocker. (2) The molecule is CN(C)S(=O)(=O)N1CCN(CC(O)COc2ccc(C(=O)c3ccccc3)cc2)CC1. Results: hERG_inhib (hERG inhibition (general)): blocker.